Dataset: Forward reaction prediction with 1.9M reactions from USPTO patents (1976-2016). Task: Predict the product of the given reaction. Given the reactants [NH2:1][C:2]1[CH:19]=[C:18]([C:20]#[N:21])[CH:17]=[CH:16][C:3]=1[CH2:4][NH:5][C:6](=[O:15])[C:7]1[CH:12]=[CH:11][C:10]([F:13])=[C:9]([CH3:14])[CH:8]=1.[CH2:22]([O:24][C:25](=[O:28])[CH2:26]I)[CH3:23], predict the reaction product. The product is: [CH2:22]([O:24][C:25](=[O:28])[CH2:26][NH:1][C:2]1[CH:19]=[C:18]([C:20]#[N:21])[CH:17]=[CH:16][C:3]=1[CH2:4][NH:5][C:6](=[O:15])[C:7]1[CH:12]=[CH:11][C:10]([F:13])=[C:9]([CH3:14])[CH:8]=1)[CH3:23].